Dataset: Full USPTO retrosynthesis dataset with 1.9M reactions from patents (1976-2016). Task: Predict the reactants needed to synthesize the given product. (1) Given the product [F:27][C:26]([F:29])([F:28])[C:24]([O-:30])=[O:25].[Cl:1][C:2]1[CH:22]=[C:21]([Cl:23])[CH:20]=[CH:19][C:3]=1[O:4][CH2:5][CH2:6][CH2:7][NH2+:8][CH2:16][C:17]#[CH:18], predict the reactants needed to synthesize it. The reactants are: [Cl:1][C:2]1[CH:22]=[C:21]([Cl:23])[CH:20]=[CH:19][C:3]=1[O:4][CH2:5][CH2:6][CH2:7][N:8]([CH2:16][C:17]#[CH:18])C(=O)OCCCC.[C:24]([OH:30])([C:26]([F:29])([F:28])[F:27])=[O:25].C(#N)C. (2) Given the product [C:28]([N:15]1[CH2:16][CH2:17][N:12]([C:8]2[C:9]3[C:4](=[CH:3][C:2]([Cl:1])=[CH:11][CH:10]=3)[CH:5]=[CH:6][N:7]=2)[CH2:13][CH:14]1[C:18]([NH2:20])=[O:19])(=[O:31])[CH:29]=[CH2:30], predict the reactants needed to synthesize it. The reactants are: [Cl:1][C:2]1[CH:3]=[C:4]2[C:9](=[CH:10][CH:11]=1)[C:8]([N:12]1[CH2:17][CH2:16][NH:15][CH:14]([C:18]([NH2:20])=[O:19])[CH2:13]1)=[N:7][CH:6]=[CH:5]2.C(N(CC)CC)C.[C:28](Cl)(=[O:31])[CH:29]=[CH2:30].O. (3) Given the product [CH3:1][S:2]([NH:5][CH2:9][CH2:10][C:11]([C:13]1[CH:18]=[CH:17][CH:16]=[CH:15][CH:14]=1)=[O:12])(=[O:4])=[O:3], predict the reactants needed to synthesize it. The reactants are: [CH3:1][S:2]([NH2:5])(=[O:4])=[O:3].[H-].[Na+].Cl[CH2:9][CH2:10][C:11]([C:13]1[CH:18]=[CH:17][CH:16]=[CH:15][CH:14]=1)=[O:12].O. (4) Given the product [C:1]([O:5][C:6]([N:8]1[CH2:13][CH2:12][CH:11]([C:14]2[O:23][C:17]3=[CH:18][N:19]=[C:20]([C:37]4[CH:36]=[CH:35][C:34]([C:32]([O:31][CH2:24][C:25]5[CH:30]=[CH:29][CH:28]=[CH:27][CH:26]=5)=[O:33])=[CH:39][CH:38]=4)[CH:21]=[C:16]3[CH:15]=2)[CH2:10][CH2:9]1)=[O:7])([CH3:4])([CH3:3])[CH3:2], predict the reactants needed to synthesize it. The reactants are: [C:1]([O:5][C:6]([N:8]1[CH2:13][CH2:12][CH:11]([C:14]2[O:23][C:17]3=[CH:18][N:19]=[C:20](Cl)[CH:21]=[C:16]3[CH:15]=2)[CH2:10][CH2:9]1)=[O:7])([CH3:4])([CH3:3])[CH3:2].[CH2:24]([O:31][C:32]([C:34]1[CH:39]=[CH:38][C:37](B(O)O)=[CH:36][CH:35]=1)=[O:33])[C:25]1[CH:30]=[CH:29][CH:28]=[CH:27][CH:26]=1. (5) The reactants are: [CH3:1][O:2][C:3]1[CH:8]=[CH:7][C:6]([S:9](Cl)(=[O:11])=[O:10])=[CH:5][CH:4]=1.[Cl:13][C:14]1[CH:15]=[CH:16][C:17]2[NH:21][C:20](=[O:22])[N:19]([CH:23]([C:45]3[CH:50]=[CH:49][CH:48]=[CH:47][CH:46]=3)[C:24]([N:26]3[CH2:31][CH2:30][N:29]([CH:32]4[CH2:37][CH2:36][N:35]([C:38]([O:40][C:41]([CH3:44])([CH3:43])[CH3:42])=[O:39])[CH2:34][CH2:33]4)[CH2:28][CH2:27]3)=[O:25])[C:18]=2[CH:51]=1.C(N(CC)CC)C.O. Given the product [Cl:13][C:14]1[CH:15]=[CH:16][C:17]2[N:21]([S:9]([C:6]3[CH:7]=[CH:8][C:3]([O:2][CH3:1])=[CH:4][CH:5]=3)(=[O:11])=[O:10])[C:20](=[O:22])[N:19]([CH:23]([C:45]3[CH:50]=[CH:49][CH:48]=[CH:47][CH:46]=3)[C:24]([N:26]3[CH2:31][CH2:30][N:29]([CH:32]4[CH2:37][CH2:36][N:35]([C:38]([O:40][C:41]([CH3:44])([CH3:43])[CH3:42])=[O:39])[CH2:34][CH2:33]4)[CH2:28][CH2:27]3)=[O:25])[C:18]=2[CH:51]=1, predict the reactants needed to synthesize it. (6) Given the product [F:19][C:20]([F:25])([F:24])/[C:21](/[CH3:23])=[CH:22]/[C:2]1[CH:11]=[CH:10][C:5]([C:6]([O:8][CH3:9])=[O:7])=[CH:4][CH:3]=1, predict the reactants needed to synthesize it. The reactants are: I[C:2]1[CH:11]=[CH:10][C:5]([C:6]([O:8][CH3:9])=[O:7])=[CH:4][CH:3]=1.CCN(CC)CC.[F:19][C:20]([F:25])([F:24])[C:21]([CH3:23])=[CH2:22].C([O-])([O-])=O.[Na+].[Na+].